From a dataset of Forward reaction prediction with 1.9M reactions from USPTO patents (1976-2016). Predict the product of the given reaction. The product is: [NH2:10][C:11]1[N:12]=[C:13]([C:31]2[CH:32]=[CH:33][CH:34]=[CH:35][CH:36]=2)[C:14]([C:21]2[CH:22]=[CH:23][C:24](=[O:30])[N:25]([CH:27]([CH3:29])[CH3:28])[N:26]=2)=[N:15][C:16]=1[O:9][CH:3]1[CH2:8][CH2:7][CH2:6][CH2:5][CH2:4]1. Given the reactants [H-].[Na+].[CH:3]1([OH:9])[CH2:8][CH2:7][CH2:6][CH2:5][CH2:4]1.[NH2:10][C:11]1[N:12]=[C:13]([C:31]2[CH:36]=[CH:35][CH:34]=[CH:33][CH:32]=2)[C:14]([C:21]2[CH:22]=[CH:23][C:24](=[O:30])[N:25]([CH:27]([CH3:29])[CH3:28])[N:26]=2)=[N:15][C:16]=1S(C)(=O)=O.Cl, predict the reaction product.